This data is from Reaction yield outcomes from USPTO patents with 853,638 reactions. The task is: Predict the reaction yield, written as a fraction of the theoretical maximum amount of product (1.0 means a 100% yield; for example, 0.34 means a 34% yield). (1) The reactants are Br[C:2]1[C:3](=[O:32])[N:4]([CH2:24][CH2:25][C:26]2[CH:31]=[CH:30][CH:29]=[CH:28][CH:27]=2)[C:5]([C:9]2[CH:14]=[CH:13][CH:12]=[C:11]([O:15][CH2:16][C:17]3[CH:22]=[CH:21][CH:20]=[CH:19][CH:18]=3)[C:10]=2[F:23])=[N:6][C:7]=1[CH3:8].[C:33]1([C:39]([C:41]2[CH:46]=[CH:45][CH:44]=[CH:43][CH:42]=2)=[NH:40])[CH:38]=[CH:37][CH:36]=[CH:35][CH:34]=1.C1C=CC(P(C2C(C3C(P(C4C=CC=CC=4)C4C=CC=CC=4)=CC=C4C=3C=CC=C4)=C3C(C=CC=C3)=CC=2)C2C=CC=CC=2)=CC=1.CC([O-])(C)C.[Na+]. The catalyst is C1(C)C=CC=CC=1.C1C=CC(/C=C/C(/C=C/C2C=CC=CC=2)=O)=CC=1.C1C=CC(/C=C/C(/C=C/C2C=CC=CC=2)=O)=CC=1.C1C=CC(/C=C/C(/C=C/C2C=CC=CC=2)=O)=CC=1.[Pd].[Pd]. The product is [C:33]1([C:39](=[N:40][C:2]2[C:3](=[O:32])[N:4]([CH2:24][CH2:25][C:26]3[CH:31]=[CH:30][CH:29]=[CH:28][CH:27]=3)[C:5]([C:9]3[CH:14]=[CH:13][CH:12]=[C:11]([O:15][CH2:16][C:17]4[CH:22]=[CH:21][CH:20]=[CH:19][CH:18]=4)[C:10]=3[F:23])=[N:6][C:7]=2[CH3:8])[C:41]2[CH:42]=[CH:43][CH:44]=[CH:45][CH:46]=2)[CH:38]=[CH:37][CH:36]=[CH:35][CH:34]=1. The yield is 0.250. (2) The reactants are [F:1][C:2]1([F:26])[O:6][C:5]2[CH:7]=[CH:8][CH:9]=[C:10]([N:11]3[CH:16]=[C:15]([O:17][CH3:18])[C:14](=[O:19])[C:13]([C:20](N(OC)C)=[O:21])=[N:12]3)[C:4]=2[O:3]1.[CH3:27][Mg+].[Br-]. The catalyst is C1COCC1. The product is [C:20]([C:13]1[C:14](=[O:19])[C:15]([O:17][CH3:18])=[CH:16][N:11]([C:10]2[C:4]3[O:3][C:2]([F:26])([F:1])[O:6][C:5]=3[CH:7]=[CH:8][CH:9]=2)[N:12]=1)(=[O:21])[CH3:27]. The yield is 0.990. (3) The reactants are Cl.C(N=C=NCCCN(C)C)C.Cl.[CH3:14][O:15][C:16]1[N:21]=[CH:20][C:19]([N:22]2[CH2:27][CH2:26][CH:25]([C:28]([OH:30])=O)[CH2:24][CH2:23]2)=[CH:18][C:17]=1[CH3:31].[Cl:32][C:33]1[C:41]2[C:36](=[CH:37][C:38]([S:42]([N:45]3[CH2:50][CH2:49][NH:48][CH2:47][CH2:46]3)(=[O:44])=[O:43])=[CH:39][CH:40]=2)[NH:35][CH:34]=1. The catalyst is CN(C)C=O. The product is [Cl:32][C:33]1[C:41]2[C:36](=[CH:37][C:38]([S:42]([N:45]3[CH2:50][CH2:49][N:48]([C:28]([CH:25]4[CH2:24][CH2:23][N:22]([C:19]5[CH:20]=[N:21][C:16]([O:15][CH3:14])=[C:17]([CH3:31])[CH:18]=5)[CH2:27][CH2:26]4)=[O:30])[CH2:47][CH2:46]3)(=[O:43])=[O:44])=[CH:39][CH:40]=2)[NH:35][CH:34]=1. The yield is 0.570.